Dataset: Full USPTO retrosynthesis dataset with 1.9M reactions from patents (1976-2016). Task: Predict the reactants needed to synthesize the given product. (1) Given the product [C:38]([N:26]1[CH2:27][CH2:28][C:23]2[C:20]3[CH:21]=[CH:22][C:17]([N:14]4[CH:15]=[CH:16][C:11]([O:10][CH2:9][C:6]5[CH:5]=[CH:4][C:3]([F:2])=[CH:8][N:7]=5)=[CH:12][C:13]4=[O:30])=[CH:18][C:19]=3[S:29][C:24]=2[CH2:25]1)(=[O:39])[CH3:40], predict the reactants needed to synthesize it. The reactants are: Cl.[F:2][C:3]1[CH:4]=[CH:5][C:6]([CH2:9][O:10][C:11]2[CH:16]=[CH:15][N:14]([C:17]3[CH:22]=[CH:21][C:20]4[C:23]5[CH2:28][CH2:27][NH:26][CH2:25][C:24]=5[S:29][C:19]=4[CH:18]=3)[C:13](=[O:30])[CH:12]=2)=[N:7][CH:8]=1.C(N(CC)CC)C.[C:38](Cl)([CH3:40])=[O:39]. (2) Given the product [C:11]([C:10]1[CH:9]=[C:8]([CH:15]=[CH:14][CH:13]=1)[CH2:7][N:5]1[CH:6]=[C:2]([NH:1][C:34]([C:21]2[C:20]3[C:24](=[CH:25][C:17]([Br:16])=[CH:18][CH:19]=3)[N:23]([CH2:26][O:27][CH2:28][CH2:29][Si:30]([CH3:33])([CH3:32])[CH3:31])[N:22]=2)=[O:35])[CH:3]=[N:4]1)#[N:12], predict the reactants needed to synthesize it. The reactants are: [NH2:1][C:2]1[CH:3]=[N:4][N:5]([CH2:7][C:8]2[CH:9]=[C:10]([CH:13]=[CH:14][CH:15]=2)[C:11]#[N:12])[CH:6]=1.[Br:16][C:17]1[CH:25]=[C:24]2[C:20]([C:21]([C:34](O)=[O:35])=[N:22][N:23]2[CH2:26][O:27][CH2:28][CH2:29][Si:30]([CH3:33])([CH3:32])[CH3:31])=[CH:19][CH:18]=1.CN(C(ON1N=NC2C=CC=NC1=2)=[N+](C)C)C.F[P-](F)(F)(F)(F)F.C(N(CC)C(C)C)(C)C. (3) Given the product [CH:1]1([C:4](=[O:30])[C:5](=[O:31])[C:6]([O:8][CH2:9][CH3:10])=[O:7])[CH2:2][CH2:3]1, predict the reactants needed to synthesize it. The reactants are: [CH:1]1([C:4](=[O:30])[C:5](=P(C2C=CC=CC=2)(C2C=CC=CC=2)C2C=CC=CC=2)[C:6]([O:8][CH2:9][CH3:10])=[O:7])[CH2:3][CH2:2]1.[OH:31]OS([O-])=O.[K+]. (4) Given the product [ClH:1].[CH3:23][N:24]1[CH2:29][CH2:28][N:27]([C:30]2[CH:37]=[CH:36][C:33]([CH2:34][N:35]3[C:14](=[O:15])[C:13]4[CH:18]=[CH:19][CH:20]=[CH:21][C:12]=4[N:11]4[C:10](=[O:22])[C:9]5[CH:8]=[CH:7][CH:6]=[CH:5][C:4]=5[N:3]=[C:2]34)=[CH:32][CH:31]=2)[CH2:26][CH2:25]1, predict the reactants needed to synthesize it. The reactants are: [Cl:1][C:2]1[N:11]([C:12]2[CH:21]=[CH:20][CH:19]=[CH:18][C:13]=2[C:14](OC)=[O:15])[C:10](=[O:22])[C:9]2[C:4](=[CH:5][CH:6]=[CH:7][CH:8]=2)[N:3]=1.[CH3:23][N:24]1[CH2:29][CH2:28][N:27]([C:30]2[CH:37]=[CH:36][C:33]([CH2:34][NH2:35])=[CH:32][CH:31]=2)[CH2:26][CH2:25]1.C1COCC1.C(Cl)Cl.CCN(CC)CC.O. (5) The reactants are: CON(C)[C:4]([C:6]1[C:15](=[O:16])[C:14]2[C:9](=[CH:10][CH:11]=[CH:12][CH:13]=2)[N:8]([CH2:17][C:18]2[CH:23]=[CH:22][CH:21]=[C:20]([Br:24])[N:19]=2)[CH:7]=1)=[O:5].[Cl:26][C:27]1[CH:32]=[CH:31][C:30]([Mg]Br)=[CH:29][C:28]=1[O:35][CH3:36]. Given the product [Br:24][C:20]1[N:19]=[C:18]([CH2:17][N:8]2[C:9]3[C:14](=[CH:13][CH:12]=[CH:11][CH:10]=3)[C:15](=[O:16])[C:6]([C:4](=[O:5])[C:30]3[CH:31]=[CH:32][C:27]([Cl:26])=[C:28]([O:35][CH3:36])[CH:29]=3)=[CH:7]2)[CH:23]=[CH:22][CH:21]=1, predict the reactants needed to synthesize it. (6) Given the product [CH2:15]([O:14][CH2:13][CH2:12][CH2:11][CH2:10][CH2:9][N:1]1[CH2:6][CH2:5][C:4](=[O:7])[CH2:3][CH2:2]1)[CH3:16], predict the reactants needed to synthesize it. The reactants are: [NH:1]1[CH2:6][CH2:5][C:4](=[O:7])[CH2:3][CH2:2]1.Cl[CH2:9][CH2:10][CH2:11][CH2:12][CH2:13][O:14][CH2:15][CH3:16].